Dataset: Reaction yield outcomes from USPTO patents with 853,638 reactions. Task: Predict the reaction yield, written as a fraction of the theoretical maximum amount of product (1.0 means a 100% yield; for example, 0.34 means a 34% yield). (1) The reactants are [NH2:1][C:2]1[CH:7]=[C:6]([Cl:8])[CH:5]=[CH:4][C:3]=1[SH:9].Br[CH2:11][C:12]1[CH:21]=[CH:20][C:15]([C:16]([O:18][CH3:19])=[O:17])=[CH:14][CH:13]=1.C([O-])([O-])=O.[K+].[K+]. The catalyst is CN(C=O)C. The product is [NH2:1][C:2]1[CH:7]=[C:6]([Cl:8])[CH:5]=[CH:4][C:3]=1[S:9][CH2:11][C:12]1[CH:21]=[CH:20][C:15]([C:16]([O:18][CH3:19])=[O:17])=[CH:14][CH:13]=1. The yield is 0.880. (2) The reactants are Br[C:2]1[CH:3]=[C:4]2[C:9](=[CH:10][CH:11]=1)[N:8]=[CH:7][C:6]([C:12](=[O:16])[CH2:13][CH2:14][CH3:15])=[C:5]2[NH:17][C@H:18]1[CH2:23][CH2:22][C@H:21]([NH:24][C:25](=[O:31])[O:26][C:27]([CH3:30])([CH3:29])[CH3:28])[CH2:20][CH2:19]1.[Cl:32][C:33]1[CH:38]=[C:37](B2OC(C)(C)C(C)(C)O2)[CH:36]=[C:35]([O:48][CH3:49])[C:34]=1[OH:50]. No catalyst specified. The product is [C:12]([C:6]1[CH:7]=[N:8][C:9]2[C:4]([C:5]=1[NH:17][C@H:18]1[CH2:23][CH2:22][C@H:21]([NH:24][C:25](=[O:31])[O:26][C:27]([CH3:28])([CH3:30])[CH3:29])[CH2:20][CH2:19]1)=[CH:3][C:2]([C:37]1[CH:36]=[C:35]([O:48][CH3:49])[C:34]([OH:50])=[C:33]([Cl:32])[CH:38]=1)=[CH:11][CH:10]=2)(=[O:16])[CH2:13][CH2:14][CH3:15]. The yield is 0.630. (3) The reactants are [Cl:1][C:2]1[CH:7]=[CH:6][CH:5]=[C:4]([Cl:8])[C:3]=1[C:9]1[N:13]=[C:12]([C:14]2[CH:19]=[CH:18][CH:17]=[C:16]([N+:20]([O-])=O)[CH:15]=2)[O:11][N:10]=1.O.O.[Sn](Cl)Cl.[Sn](Cl)Cl. The catalyst is C(OCC)(=O)C. The product is [Cl:8][C:4]1[CH:5]=[CH:6][CH:7]=[C:2]([Cl:1])[C:3]=1[C:9]1[N:13]=[C:12]([C:14]2[CH:19]=[CH:18][CH:17]=[C:16]([NH2:20])[CH:15]=2)[O:11][N:10]=1. The yield is 1.00. (4) The reactants are [NH:1]([C:8]([C@H:10]1[N:14]2[C:15](=[O:41])[C:16]([N:19]([C:31]([O:33][CH2:34][C:35]3[CH:40]=[CH:39][CH:38]=[CH:37][CH:36]=3)=[O:32])[CH2:20][C:21]3[CH:26]=[CH:25][CH:24]=[C:23]([C:27]([F:30])([F:29])[F:28])[CH:22]=3)=[CH:17][N:18]=[C:13]2[C@@:12]([CH2:43][C:44]([O:46][CH2:47][C:48]2[CH:53]=[CH:52][CH:51]=[CH:50][CH:49]=2)=[O:45])([CH3:42])[CH2:11]1)=[O:9])[C:2]1[CH:7]=[CH:6][CH:5]=[CH:4][CH:3]=1.[CH3:54][C:55]([O:58][C:59](O[C:59]([O:58][C:55]([CH3:57])([CH3:56])[CH3:54])=[O:60])=[O:60])([CH3:57])[CH3:56]. The catalyst is CC#N.CN(C1C=CN=CC=1)C.CCOC(C)=O. The product is [CH2:34]([O:33][C:31]([N:19]([CH2:20][C:21]1[CH:26]=[CH:25][CH:24]=[C:23]([C:27]([F:30])([F:29])[F:28])[CH:22]=1)[C:16]1[C:15](=[O:41])[N:14]2[C@H:10]([C:8]([N:1]([C:59]([O:58][C:55]([CH3:57])([CH3:56])[CH3:54])=[O:60])[C:2]3[CH:7]=[CH:6][CH:5]=[CH:4][CH:3]=3)=[O:9])[CH2:11][C@:12]([CH2:43][C:44]([O:46][CH2:47][C:48]3[CH:53]=[CH:52][CH:51]=[CH:50][CH:49]=3)=[O:45])([CH3:42])[C:13]2=[N:18][CH:17]=1)=[O:32])[C:35]1[CH:40]=[CH:39][CH:38]=[CH:37][CH:36]=1. The yield is 0.930. (5) The reactants are [NH:1]1[CH2:5][C:4](=[O:6])[NH:3][CH2:2]1.[F:7][C:8]1[CH:9]=[C:10]([N+:15]([O-:17])=[O:16])[CH:11]=[CH:12][C:13]=1F.C(N(C(C)C)CC)(C)C. The catalyst is CN(C=O)C. The product is [F:7][C:8]1[CH:9]=[C:10]([N+:15]([O-:17])=[O:16])[CH:11]=[CH:12][C:13]=1[N:1]1[CH2:5][C:4](=[O:6])[NH:3][CH2:2]1. The yield is 0.785. (6) The reactants are Br[C:2]1[CH:7]=[CH:6][N:5]=[C:4]([Cl:8])[CH:3]=1.[N:9]1([C:15](OCCCC)=[O:16])[CH2:14][CH2:13][NH:12][CH2:11][CH2:10]1.[CH3:22][C:23]([CH3:26])([O-:25])[CH3:24].[Na+].C1(C)C=CC=CC=1. The catalyst is C1(P(C2C=CC=CC=2)C2C3OC4C(=CC=CC=4P(C4C=CC=CC=4)C4C=CC=CC=4)C(C)(C)C=3C=CC=2)C=CC=CC=1.O. The product is [Cl:8][C:4]1[CH:3]=[C:2]([N:12]2[CH2:13][CH2:14][N:9]([C:15]([O:25][C:23]([CH3:26])([CH3:24])[CH3:22])=[O:16])[CH2:10][CH2:11]2)[CH:7]=[CH:6][N:5]=1. The yield is 0.700. (7) The reactants are [CH3:1][S:2](Cl)(=[O:4])=[O:3].[C:6]([C:10]1[CH:11]=[C:12]([NH:31][C:32]([NH:34][C@@H:35]2[C:44]3[C:39](=[CH:40][CH:41]=[CH:42][CH:43]=3)[C@H:38]([O:45][C:46]3[CH:47]=[CH:48][C:49]4[N:50]([C:52]([N:55]5[CH2:60][CH2:59][CH2:58][CH2:57][CH2:56]5)=[N:53][N:54]=4)[CH:51]=3)[CH2:37][CH2:36]2)=[O:33])[N:13]([C:15]2[CH:20]=[CH:19][CH:18]=[C:17]([O:21][CH2:22][CH2:23][O:24]C3CCCCO3)[CH:16]=2)[N:14]=1)([CH3:9])([CH3:8])[CH3:7].CCN(C(C)C)C(C)C. The catalyst is C(Cl)Cl. The product is [C:6]([C:10]1[CH:11]=[C:12]([NH:31][C:32]([NH:34][C@@H:35]2[C:44]3[C:39](=[CH:40][CH:41]=[CH:42][CH:43]=3)[C@H:38]([O:45][C:46]3[CH:47]=[CH:48][C:49]4[N:50]([C:52]([N:55]5[CH2:60][CH2:59][CH2:58][CH2:57][CH2:56]5)=[N:53][N:54]=4)[CH:51]=3)[CH2:37][CH2:36]2)=[O:33])[N:13]([C:15]2[CH:16]=[C:17]([CH:18]=[CH:19][CH:20]=2)[O:21][CH2:22][CH2:23][O:24][S:2]([CH3:1])(=[O:4])=[O:3])[N:14]=1)([CH3:9])([CH3:7])[CH3:8]. The yield is 0.990. (8) The reactants are [NH2:1][C:2]1[C:3]([O:16]C)=[C:4]([C:8]2[S:12][C:11]([C:13]([OH:15])=[O:14])=[CH:10][CH:9]=2)[CH:5]=[CH:6][CH:7]=1.B(Br)(Br)[Br:19].CO. The catalyst is ClCCl. The product is [BrH:19].[NH2:1][C:2]1[C:3]([OH:16])=[C:4]([C:8]2[S:12][C:11]([C:13]([OH:15])=[O:14])=[CH:10][CH:9]=2)[CH:5]=[CH:6][CH:7]=1. The yield is 0.571.